This data is from Full USPTO retrosynthesis dataset with 1.9M reactions from patents (1976-2016). The task is: Predict the reactants needed to synthesize the given product. (1) Given the product [CH3:18][C:17]1[NH:6][C:4](=[O:5])[C:3]([C:1]#[N:2])=[C:15]([CH:14]([CH3:20])[CH3:13])[CH:16]=1, predict the reactants needed to synthesize it. The reactants are: [C:1]([CH2:3][C:4]([NH2:6])=[O:5])#[N:2].CC([O-])(C)C.[K+].[CH3:13][CH:14]([CH3:20])[CH:15]=[CH:16][C:17](=O)[CH3:18].N#N.O=O. (2) Given the product [C:1]([O:5][C:6]([N:8]1[CH2:9][CH2:10][N:11]([C:14]2[N:22]([CH2:23][C:24]#[C:25][CH3:26])[C:21]3[C:20](=[O:27])[NH:19][C:18](=[O:28])[N:17]([CH2:36][C:37]([O:39][CH3:40])=[O:38])[C:16]=3[N:15]=2)[CH2:12][CH2:13]1)=[O:7])([CH3:4])([CH3:2])[CH3:3], predict the reactants needed to synthesize it. The reactants are: [C:1]([O:5][C:6]([N:8]1[CH2:13][CH2:12][N:11]([C:14]2[N:22]([CH2:23][C:24]#[C:25][CH3:26])[C:21]3[C:20](=[O:27])[NH:19][C:18](=[O:28])[NH:17][C:16]=3[N:15]=2)[CH2:10][CH2:9]1)=[O:7])([CH3:4])([CH3:3])[CH3:2].C(=O)([O-])[O-].[K+].[K+].Br[CH2:36][C:37]([O:39][CH3:40])=[O:38]. (3) Given the product [CH3:10][O:9][C:7]([C:6]1([C:5]([O:12][CH3:13])=[O:11])[CH2:25][C:17]2[C:16](=[CH:21][CH:20]=[CH:19][C:18]=2[N+:22]([O-:24])=[O:23])[CH2:15]1)=[O:8], predict the reactants needed to synthesize it. The reactants are: CO.[H-].[Na+].[C:5]([O:12][CH3:13])(=[O:11])[CH2:6][C:7]([O:9][CH3:10])=[O:8].Br[CH2:15][C:16]1[CH:21]=[CH:20][CH:19]=[C:18]([N+:22]([O-:24])=[O:23])[C:17]=1[CH2:25]Br. (4) Given the product [ClH:52].[Cl:52][C:39]1[N:38]=[C:37]2[NH:53][C:34]([C:32]([OH:33])=[O:31])=[CH:35][C:36]2=[CH:41][C:40]=1[O:42][CH:43]1[CH2:44][CH2:45][N:46]([CH:49]([CH3:51])[CH3:50])[CH2:47][CH2:48]1, predict the reactants needed to synthesize it. The reactants are: FC1(F)CCN(C(C2NC3=NC=C(OC4CCN(C(C)C)CC4)C=C3C=2)=O)CC1.C[O:31][C:32]([C:34]1[N:53](C(OC(C)(C)C)=O)[C:37]2=[N:38][C:39]([Cl:52])=[C:40]([O:42][CH:43]3[CH2:48][CH2:47][N:46]([CH:49]([CH3:51])[CH3:50])[CH2:45][CH2:44]3)[CH:41]=[C:36]2[CH:35]=1)=[O:33].Cl. (5) Given the product [Br:1][C:2]1[CH:3]=[CH:4][C:5]2[O:14][C:13]3[C:12](=[O:15])[NH:11][C:10]([CH2:16][NH:17][CH:18]4[CH2:19][CH2:20][NH:21][CH2:22][CH2:23]4)=[N:9][C:8]=3[C:6]=2[CH:7]=1, predict the reactants needed to synthesize it. The reactants are: [Br:1][C:2]1[CH:3]=[CH:4][C:5]2[O:14][C:13]3[C:12](=[O:15])[NH:11][CH:10]([CH2:16][NH:17][CH:18]4[CH2:23][CH2:22][NH:21][CH2:20][CH2:19]4)[N:9](C(OC(C)(C)C)=O)[C:8]=3[C:6]=2[CH:7]=1.